From a dataset of Full USPTO retrosynthesis dataset with 1.9M reactions from patents (1976-2016). Predict the reactants needed to synthesize the given product. (1) Given the product [N:31]1[CH:30]=[CH:29][C:34]([C:2]2[N:3]=[CH:4][C:5]([O:8][C@H:9]([CH:11]3[CH2:16][CH2:15][N:14]([C:17]([O:19][C:20]([CH3:23])([CH3:22])[CH3:21])=[O:18])[CH2:13][CH2:12]3)[CH3:10])=[N:6][CH:7]=2)=[CH:33][N:32]=1, predict the reactants needed to synthesize it. The reactants are: Br[C:2]1[N:3]=[CH:4][C:5]([O:8][C@H:9]([CH:11]2[CH2:16][CH2:15][N:14]([C:17]([O:19][C:20]([CH3:23])([CH3:22])[CH3:21])=[O:18])[CH2:13][CH2:12]2)[CH3:10])=[N:6][CH:7]=1.C([Sn](CCCC)(CCCC)[C:29]1[CH:34]=[CH:33][N:32]=[N:31][CH:30]=1)CCC. (2) Given the product [Br:13][C:5]1[C:6]([Cl:12])=[C:7]2[C:2](=[CH:3][CH:4]=1)[NH:1][C:9]([CH2:10][OH:11])=[CH:8]2, predict the reactants needed to synthesize it. The reactants are: [NH2:1][C:2]1[C:7]([C:8]#[C:9][CH2:10][OH:11])=[C:6]([Cl:12])[C:5]([Br:13])=[CH:4][CH:3]=1.CC([O-])(C)C.[K+].